Regression. Given a peptide amino acid sequence and an MHC pseudo amino acid sequence, predict their binding affinity value. This is MHC class I binding data. From a dataset of Peptide-MHC class I binding affinity with 185,985 pairs from IEDB/IMGT. (1) The peptide sequence is CTELKLSDY. The MHC is HLA-A01:01 with pseudo-sequence HLA-A01:01. The binding affinity (normalized) is 0.784. (2) The peptide sequence is YFENSDLNL. The MHC is HLA-B15:09 with pseudo-sequence HLA-B15:09. The binding affinity (normalized) is 0.0847. (3) The peptide sequence is ACQGVGGPGHK. The MHC is HLA-A11:01 with pseudo-sequence HLA-A11:01. The binding affinity (normalized) is 0.0725. (4) The peptide sequence is WMMWYWGPSLY. The MHC is Mamu-A02 with pseudo-sequence Mamu-A02. The binding affinity (normalized) is 0.415.